Task: Predict the reactants needed to synthesize the given product.. Dataset: Full USPTO retrosynthesis dataset with 1.9M reactions from patents (1976-2016) (1) Given the product [F:15][C:16]([F:27])([F:26])[C:17]([NH:1][C:2]1[CH:14]=[CH:13][C:5]2[S:6][C:7]([C:9]([O:11][CH3:12])=[O:10])=[CH:8][C:4]=2[CH:3]=1)=[O:18], predict the reactants needed to synthesize it. The reactants are: [NH2:1][C:2]1[CH:14]=[CH:13][C:5]2[S:6][C:7]([C:9]([O:11][CH3:12])=[O:10])=[CH:8][C:4]=2[CH:3]=1.[F:15][C:16]([F:27])([F:26])[C:17](O[C:17](=[O:18])[C:16]([F:27])([F:26])[F:15])=[O:18].C(N(CC)CC)C.O1CCCC1. (2) Given the product [CH2:1]([N:4]([CH2:6][CH2:7][CH2:8][CH2:9][CH2:10][C:11]1[CH:12]=[C:13]2[C:17](=[CH:18][CH:19]=1)[N:16]([C:23]1[CH:24]=[CH:25][CH:26]=[C:21]([Br:20])[CH:22]=1)[CH:15]=[CH:14]2)[CH3:5])[CH:2]=[CH2:3], predict the reactants needed to synthesize it. The reactants are: [CH2:1]([N:4]([CH2:6][CH2:7][CH2:8][CH2:9][CH2:10][C:11]1[CH:12]=[C:13]2[C:17](=[CH:18][CH:19]=1)[NH:16][CH:15]=[CH:14]2)[CH3:5])[CH:2]=[CH2:3].[Br:20][C:21]1[CH:26]=[CH:25][CH:24]=[C:23](F)[CH:22]=1. (3) Given the product [C:2]([C:3]1[CH:22]([C:21]2[C:15]3[O:14][C:13]([F:24])([F:12])[O:17][C:16]=3[CH:18]=[CH:19][CH:20]=2)[C:30]2[C:26](=[N:27][NH:28][CH:29]=2)[NH:25][C:9]=1[CH:9]1[CH2:3][CH2:2][NH:1][CH2:11][CH2:10]1)#[N:1], predict the reactants needed to synthesize it. The reactants are: [NH:1]1[CH2:11][CH2:10][CH2:9][CH:3](C(OCC)=O)[CH2:2]1.[F:12][C:13]1([F:24])[O:17][C:16]2[CH:18]=[CH:19][CH:20]=[C:21]([CH:22]=O)[C:15]=2[O:14]1.[NH2:25][C:26]1[CH:30]=[CH:29][NH:28][N:27]=1. (4) Given the product [Cl:1][C:2]1[N:3]=[CH:4][N:5]([C:7]2[CH:12]=[CH:11][C:10]([NH:13][C:14]3[N:23]=[C:22]([N:24]([CH3:26])[CH3:25])[C:21]4[CH2:20][CH2:19][CH2:18][C@H:17]([C:27]5[CH:28]=[CH:29][C:30]([F:33])=[CH:31][CH:32]=5)[C:16]=4[N:15]=3)=[CH:9][C:8]=2[O:34][CH3:35])[CH:6]=1, predict the reactants needed to synthesize it. The reactants are: [Cl:1][C:2]1[N:3]=[CH:4][N:5]([C:7]2[CH:12]=[CH:11][C:10]([NH:13][C:14]3[N:23]=[C:22]([N:24]([CH3:26])[CH3:25])[C:21]4[CH2:20][CH2:19][CH2:18][CH:17]([C:27]5[CH:32]=[CH:31][C:30]([F:33])=[CH:29][CH:28]=5)[C:16]=4[N:15]=3)=[CH:9][C:8]=2[O:34][CH3:35])[CH:6]=1. (5) Given the product [CH3:1][C:2]1[N:7]=[CH:6][C:5]([CH2:8][OH:9])=[CH:4][CH:3]=1, predict the reactants needed to synthesize it. The reactants are: [CH3:1][C:2]1[N:7]=[CH:6][C:5]([C:8](OC)=[O:9])=[CH:4][CH:3]=1.[H-].[Al+3].[Li+].[H-].[H-].[H-]. (6) Given the product [CH2:7]([N:10]1[CH2:11][CH:12]2[CH:14]([C:13]2([C:17]2[CH:18]=[C:19]([CH:20]=[CH:21][CH:22]=2)[NH2:23])[CH3:16])[CH2:15]1)[CH:8]=[CH2:9], predict the reactants needed to synthesize it. The reactants are: [H-].[Al+3].[Li+].[H-].[H-].[H-].[CH2:7]([N:10]1[CH2:15][CH:14]2[CH:12]([C:13]2([C:17]2[CH:22]=[CH:21][CH:20]=[C:19]([NH2:23])[CH:18]=2)[CH3:16])[C:11]1=O)[CH:8]=[CH2:9]. (7) Given the product [F:24][C:25]1[CH:26]=[C:27]([CH2:32][C:33]([NH:1][C:2]2[CH:7]=[CH:6][C:5]([C:8]3[CH:9]=[CH:10][C:11]([C:14]([F:15])([F:16])[F:17])=[CH:12][CH:13]=3)=[CH:4][C:3]=2[C:18]2[NH:22][C:21](=[O:23])[O:20][N:19]=2)=[O:34])[CH:28]=[C:29]([F:31])[CH:30]=1, predict the reactants needed to synthesize it. The reactants are: [NH2:1][C:2]1[CH:7]=[CH:6][C:5]([C:8]2[CH:13]=[CH:12][C:11]([C:14]([F:17])([F:16])[F:15])=[CH:10][CH:9]=2)=[CH:4][C:3]=1[C:18]1[NH:22][C:21](=[O:23])[O:20][N:19]=1.[F:24][C:25]1[CH:26]=[C:27]([CH2:32][C:33](Cl)=[O:34])[CH:28]=[C:29]([F:31])[CH:30]=1.